The task is: Predict the reaction yield, written as a fraction of the theoretical maximum amount of product (1.0 means a 100% yield; for example, 0.34 means a 34% yield).. This data is from Reaction yield outcomes from USPTO patents with 853,638 reactions. (1) The reactants are [I:1][C:2]1[C:10]2[C:5](=[N:6][CH:7]=[N:8][C:9]=2[NH2:11])[NH:4][N:3]=1.C(=O)([O-])[O-].[Cs+].[Cs+].[I-].[K+].[Cl:20][C:21]1[C:22]([CH3:44])=[C:23]([C:33]2[CH:34]=[CH:35][C:36]([C:39]([N:41]([CH3:43])[CH3:42])=[O:40])=[N:37][CH:38]=2)[C:24]([O:30][CH2:31][CH3:32])=[C:25]([CH:27](Cl)[CH3:28])[CH:26]=1. The catalyst is CN(C)C=O.O. The product is [NH2:11][C:9]1[N:8]=[CH:7][N:6]=[C:5]2[N:4]([CH:27]([C:25]3[C:24]([O:30][CH2:31][CH3:32])=[C:23]([C:33]4[CH:34]=[CH:35][C:36]([C:39]([N:41]([CH3:42])[CH3:43])=[O:40])=[N:37][CH:38]=4)[C:22]([CH3:44])=[C:21]([Cl:20])[CH:26]=3)[CH3:28])[N:3]=[C:2]([I:1])[C:10]=12. The yield is 0.470. (2) The reactants are [F:1][C:2]1[CH:7]=[C:6]([I:8])[CH:5]=[CH:4][C:3]=1[NH:9][C:10]1[N:15]([CH3:16])[C:14](=[O:17])[C:13]2[CH:18]=[C:19]([CH3:21])[O:20][C:12]=2[C:11]=1[C:22]([NH:24][O:25][CH2:26][CH2:27][O:28]C=C)=[O:23].Cl. The catalyst is CO. The product is [F:1][C:2]1[CH:7]=[C:6]([I:8])[CH:5]=[CH:4][C:3]=1[NH:9][C:10]1[N:15]([CH3:16])[C:14](=[O:17])[C:13]2[CH:18]=[C:19]([CH3:21])[O:20][C:12]=2[C:11]=1[C:22]([NH:24][O:25][CH2:26][CH2:27][OH:28])=[O:23]. The yield is 0.378. (3) The reactants are [CH3:1][O:2][C:3]1[CH:12]=[C:11]([CH3:13])[C:10]2[NH:9][C:8](=[O:14])[C:7]3[S:15][CH:16]=[CH:17][C:6]=3[C:5]=2[CH:4]=1.[Br:18]N1C(=O)CCC1=O. No catalyst specified. The product is [Br:18][C:4]1[C:5]2[C:6]3[CH:17]=[CH:16][S:15][C:7]=3[C:8](=[O:14])[NH:9][C:10]=2[C:11]([CH3:13])=[CH:12][C:3]=1[O:2][CH3:1]. The yield is 0.820. (4) The yield is 0.720. The product is [CH3:1][C:2]1[C:3]([O:18][CH2:51][CH2:52][CH2:53][N:43]2[CH2:34][CH2:35][CH2:36][CH2:37][CH2:32]2)=[CH:4][N:5]2[C:10]=1[C:9]([O:11][C:12]1[CH:17]=[CH:16][CH:15]=[CH:14][CH:13]=1)=[N:8][CH:7]=[N:6]2. The reactants are [CH3:1][C:2]1[C:3]([OH:18])=[CH:4][N:5]2[C:10]=1[C:9]([O:11][C:12]1[CH:17]=[CH:16][CH:15]=[CH:14][CH:13]=1)=[N:8][CH:7]=[N:6]2.[C:36]1(P([C:32]2[CH:37]=[CH:36][CH:35]=[CH:34]C=2)[C:36]2[CH:37]=[CH:32]C=[CH:34][CH:35]=2)[CH:37]=[CH:32]C=[CH:34][CH:35]=1.CCOC(/[N:43]=N/C(OCC)=O)=O.O1C[CH2:53][CH2:52][CH2:51]1. No catalyst specified. (5) The reactants are [C:1]([O:5][C:6]([NH:8][C:9]1[N:10]=[CH:11][C:12]([C:15]2[N:19]([C:20]3[CH:21]=[N:22][CH:23]=[CH:24][CH:25]=3)[N:18]=[C:17]([C:26]([O:28]CC)=[O:27])[CH:16]=2)=[N:13][CH:14]=1)=[O:7])([CH3:4])([CH3:3])[CH3:2].[OH-].[Na+].Cl.O. The catalyst is CO.O1CCCC1.CO.C(Cl)(Cl)Cl. The product is [C:1]([O:5][C:6]([NH:8][C:9]1[N:10]=[CH:11][C:12]([C:15]2[N:19]([C:20]3[CH:21]=[N:22][CH:23]=[CH:24][CH:25]=3)[N:18]=[C:17]([C:26]([OH:28])=[O:27])[CH:16]=2)=[N:13][CH:14]=1)=[O:7])([CH3:4])([CH3:2])[CH3:3]. The yield is 0.910. (6) The reactants are [Cl:1][C:2]1[N:3]=[C:4]([N:12]2[CH2:17][CH2:16][O:15][CH2:14][CH2:13]2)[C:5]2[S:10][C:9]([NH2:11])=[CH:8][C:6]=2[N:7]=1.[CH3:18][C:19]([O:22][C:23](O[C:23]([O:22][C:19]([CH3:21])([CH3:20])[CH3:18])=[O:24])=[O:24])([CH3:21])[CH3:20].[H-].[Na+]. The catalyst is CN(C=O)C. The product is [Cl:1][C:2]1[N:3]=[C:4]([N:12]2[CH2:17][CH2:16][O:15][CH2:14][CH2:13]2)[C:5]2[S:10][C:9]([NH:11][C:23](=[O:24])[O:22][C:19]([CH3:21])([CH3:20])[CH3:18])=[CH:8][C:6]=2[N:7]=1. The yield is 0.475. (7) The reactants are Cl[C:2]1[CH:3]=[C:4]([C:9]2[N:13]3[CH:14]=[CH:15][C:16]([C:19]([OH:22])([CH3:21])[CH3:20])=[C:17]([F:18])[C:12]3=[N:11][CH:10]=2)[CH:5]=[CH:6][C:7]=1[F:8].[C:23]1([C:29]2[CH:33]=[C:32](B(O)O)[O:31][N:30]=2)[CH:28]=[CH:27][CH:26]=[CH:25][CH:24]=1. No catalyst specified. The product is [F:18][C:17]1[C:12]2[N:13]([C:9]([C:4]3[CH:5]=[CH:6][C:7]([F:8])=[C:2]([C:32]4[O:31][N:30]=[C:29]([C:23]5[CH:28]=[CH:27][CH:26]=[CH:25][CH:24]=5)[CH:33]=4)[CH:3]=3)=[CH:10][N:11]=2)[CH:14]=[CH:15][C:16]=1[C:19]([OH:22])([CH3:21])[CH3:20]. The yield is 0.0500.